This data is from Reaction yield outcomes from USPTO patents with 853,638 reactions. The task is: Predict the reaction yield, written as a fraction of the theoretical maximum amount of product (1.0 means a 100% yield; for example, 0.34 means a 34% yield). (1) The reactants are [H-].[Na+].[N:3]1([C:10]2[C:19]3[C:14](=[CH:15][C:16]([CH2:20][OH:21])=[CH:17][CH:18]=3)[N:13]=[C:12]([CH3:22])[CH:11]=2)[CH2:9][CH2:8][CH2:7][CH2:6][CH2:5][CH2:4]1.Br[CH2:24][CH2:25][O:26][CH3:27]. The catalyst is CN(C)C=O. The product is [N:3]1([C:10]2[C:19]3[C:14](=[CH:15][C:16]([CH2:20][O:21][CH2:24][CH2:25][O:26][CH3:27])=[CH:17][CH:18]=3)[N:13]=[C:12]([CH3:22])[CH:11]=2)[CH2:4][CH2:5][CH2:6][CH2:7][CH2:8][CH2:9]1. The yield is 0.330. (2) The reactants are [NH2:1][C:2]1[CH:26]=[CH:25][C:24]([N:27]2[CH2:32][CH2:31][CH2:30][CH2:29][CH2:28]2)=[CH:23][C:3]=1[C:4]([NH:6][C:7]1[N:12]=[CH:11][C:10]([C:13]2[CH:18]=[CH:17][CH:16]=[C:15]([C:19]([F:22])([F:21])[F:20])[CH:14]=2)=[CH:9][N:8]=1)=[O:5].[CH2:33]([N:35]([CH2:50][CH3:51])[CH2:36][CH2:37][N:38]([CH2:40][C:41]1[CH:42]=[C:43]([CH:47]=[CH:48][CH:49]=1)[C:44](O)=[O:45])[CH3:39])[CH3:34].CCN=C=NCCCN(C)C. The catalyst is ClCCl.CN(C)C1C=CN=CC=1. The product is [CH2:50]([N:35]([CH2:33][CH3:34])[CH2:36][CH2:37][N:38]([CH2:40][C:41]1[CH:42]=[C:43]([CH:47]=[CH:48][CH:49]=1)[C:44]([NH:1][C:2]1[CH:26]=[CH:25][C:24]([N:27]2[CH2:32][CH2:31][CH2:30][CH2:29][CH2:28]2)=[CH:23][C:3]=1[C:4]([NH:6][C:7]1[N:12]=[CH:11][C:10]([C:13]2[CH:18]=[CH:17][CH:16]=[C:15]([C:19]([F:21])([F:22])[F:20])[CH:14]=2)=[CH:9][N:8]=1)=[O:5])=[O:45])[CH3:39])[CH3:51]. The yield is 0.0900. (3) The reactants are [C:1]([N:4]1[C:13]2[C:8](=[CH:9][C:10]([S:14]([CH3:17])(=[O:16])=[O:15])=[CH:11][CH:12]=2)[C@H:7]([NH:18]C(=O)OCC2C=CC=CC=2)[C@@H:6]([CH3:29])[C@@H:5]1[CH:30]1[CH2:32][CH2:31]1)(=[O:3])[CH3:2]. The catalyst is CO.[Pd]. The product is [NH2:18][C@H:7]1[C:8]2[C:13](=[CH:12][CH:11]=[C:10]([S:14]([CH3:17])(=[O:16])=[O:15])[CH:9]=2)[N:4]([C:1](=[O:3])[CH3:2])[C@@H:5]([CH:30]2[CH2:32][CH2:31]2)[C@@H:6]1[CH3:29]. The yield is 0.910. (4) The reactants are [Cl:1][C:2]1[C:10]2[C:5](=[C:6]([NH2:11])[CH:7]=[CH:8][CH:9]=2)[N:4]([CH2:12][O:13][CH3:14])[C:3]=1[C:15]1[S:16][CH:17]=[CH:18][N:19]=1.[S:20]1[CH:24]=[CH:23][CH:22]=[C:21]1[S:25](Cl)(=[O:27])=[O:26]. The catalyst is N1C=CC=CC=1. The product is [Cl:1][C:2]1[C:10]2[C:5](=[C:6]([NH:11][S:25]([C:21]3[S:20][CH:24]=[CH:23][CH:22]=3)(=[O:27])=[O:26])[CH:7]=[CH:8][CH:9]=2)[N:4]([CH2:12][O:13][CH3:14])[C:3]=1[C:15]1[S:16][CH:17]=[CH:18][N:19]=1. The yield is 0.960. (5) The yield is 0.500. The catalyst is O.CN1CCCC1=O. The product is [C:24]([C:22]1[CH:23]=[C:18]([C:16](=[O:17])[CH2:15][O:5][CH2:4]/[CH:3]=[C:2](\[CH3:1])/[CH2:6][CH2:7][CH:8]=[C:9]([CH3:11])[CH3:10])[CH:19]=[C:20]([C:29]([CH3:32])([CH3:31])[CH3:30])[C:21]=1[OH:28])([CH3:27])([CH3:25])[CH3:26]. The reactants are [CH3:1]/[C:2](/[CH2:6][CH2:7][CH:8]=[C:9]([CH3:11])[CH3:10])=[CH:3]\[CH2:4][OH:5].[OH-].[K+].Br[CH2:15][C:16]([C:18]1[CH:23]=[C:22]([C:24]([CH3:27])([CH3:26])[CH3:25])[C:21]([OH:28])=[C:20]([C:29]([CH3:32])([CH3:31])[CH3:30])[CH:19]=1)=[O:17].Cl. (6) The reactants are P(=O)(O)(O)O.C(OC([NH:13][CH:14]1[CH2:17][N:16]([C:18]2[S:19][C:20]3[CH:26]=[C:25]([C:27]([O:29][CH2:30][CH3:31])=[O:28])[CH:24]=[CH:23][C:21]=3[N:22]=2)[CH2:15]1)=O)(C)(C)C.C1COCC1.O. The catalyst is ClCCl. The product is [NH2:13][CH:14]1[CH2:17][N:16]([C:18]2[S:19][C:20]3[CH:26]=[C:25]([C:27]([O:29][CH2:30][CH3:31])=[O:28])[CH:24]=[CH:23][C:21]=3[N:22]=2)[CH2:15]1. The yield is 0.870. (7) The product is [NH2:10][C:3]1[CH:4]=[C:5]([CH:8]=[CH:9][C:2]=1[OH:1])[C:6]#[N:7]. The yield is 0.730. The reactants are [OH:1][C:2]1[CH:9]=[CH:8][C:5]([C:6]#[N:7])=[CH:4][C:3]=1[N+:10]([O-])=O.CCO. The catalyst is [Pd].C(OCC)(=O)C. (8) The reactants are FC(F)(F)[C:3]([OH:5])=O.[CH2:8]1[CH:12]2[CH2:13][C:14](=[O:16])[CH2:15][CH:11]2[CH2:10][NH:9]1.C([N:19]([CH2:22][CH3:23])[CH2:20][CH3:21])C.Cl[CH2:25]Cl. No catalyst specified. The product is [N:19]1([C:3]([N:9]2[CH2:10][CH:11]3[CH2:15][C:14](=[O:16])[CH2:13][CH:12]3[CH2:8]2)=[O:5])[CH2:20][CH2:21][CH2:25][CH2:23][CH2:22]1. The yield is 0.870. (9) The reactants are C([N:8]1[CH2:13][CH2:12][N:11]([CH3:14])[CH:10]([CH2:15][C:16]2[CH:21]=[CH:20][C:19]([O:22][CH3:23])=[CH:18][CH:17]=2)[CH2:9]1)C1C=CC=CC=1.[H][H]. The catalyst is [C].[Pd].C(OCC)(=O)C. The product is [CH3:23][O:22][C:19]1[CH:18]=[CH:17][C:16]([CH2:15][CH:10]2[CH2:9][NH:8][CH2:13][CH2:12][N:11]2[CH3:14])=[CH:21][CH:20]=1. The yield is 0.880. (10) The reactants are [Br:1][C:2]1[CH:3]=[C:4]([NH:13][CH:14]2[CH2:19][CH2:18][CH2:17][CH2:16][CH2:15]2)[C:5]([CH3:12])=[C:6]([CH:11]=1)[C:7]([O:9][CH3:10])=[O:8].[C:20](=O)([O-])[O-].[Cs+].[Cs+].CI. The catalyst is C(#N)C. The product is [Br:1][C:2]1[CH:3]=[C:4]([N:13]([CH:14]2[CH2:19][CH2:18][CH2:17][CH2:16][CH2:15]2)[CH3:20])[C:5]([CH3:12])=[C:6]([CH:11]=1)[C:7]([O:9][CH3:10])=[O:8]. The yield is 0.870.